From a dataset of Catalyst prediction with 721,799 reactions and 888 catalyst types from USPTO. Predict which catalyst facilitates the given reaction. (1) Reactant: [CH3:1][N:2]1[C:7]2[N:8]([CH3:15])[CH:9]=[C:10]([CH2:11][C:12]([OH:14])=O)[C:6]=2[C:5](=[O:16])[N:4]([CH3:17])[C:3]1=[O:18].[CH3:19][C:20]([CH3:38])([CH3:37])[CH2:21][O:22][C:23]1[C:28]([F:29])=[CH:27][C:26]([C:30]2[N:31]=[C:32]([NH2:35])[S:33][CH:34]=2)=[CH:25][C:24]=1[F:36].CCN=C=NCCCN(C)C.Cl.C1C=CC2N(O)N=NC=2C=1. Product: [F:36][C:24]1[CH:25]=[C:26]([C:30]2[N:31]=[C:32]([NH:35][C:12](=[O:14])[CH2:11][C:10]3[C:6]4[C:5](=[O:16])[N:4]([CH3:17])[C:3](=[O:18])[N:2]([CH3:1])[C:7]=4[N:8]([CH3:15])[CH:9]=3)[S:33][CH:34]=2)[CH:27]=[C:28]([F:29])[C:23]=1[O:22][CH2:21][C:20]([CH3:38])([CH3:37])[CH3:19]. The catalyst class is: 864. (2) The catalyst class is: 476. Reactant: [NH3:1].CO.[N:4]1[CH:9]=[CH:8][CH:7]=[CH:6][C:5]=1[CH:10]=O.[N+:12]([CH:14]([C:25]1[CH:30]=[CH:29][C:28]([F:31])=[CH:27][CH:26]=1)S(C1C=CC(C)=CC=1)(=O)=O)#[C-:13]. Product: [F:31][C:28]1[CH:29]=[CH:30][C:25]([C:14]2[NH:12][CH:13]=[N:1][C:10]=2[C:5]2[CH:6]=[CH:7][CH:8]=[CH:9][N:4]=2)=[CH:26][CH:27]=1. (3) Reactant: [F:1][C:2]([F:13])([F:12])[CH:3]1[CH2:8][CH2:7][CH:6]([C:9](Cl)=[O:10])[CH2:5][CH2:4]1.[N+](=[CH2:16])=[N-].[ClH:17]. Product: [Cl:17][CH2:16][C:9]([CH:6]1[CH2:7][CH2:8][CH:3]([C:2]([F:13])([F:12])[F:1])[CH2:4][CH2:5]1)=[O:10]. The catalyst class is: 27. (4) Product: [CH3:9][N:4]1[C:3](=[O:10])[N:2]([NH:1][C:23]([C:20]2[CH:19]=[N:18][C:17]([C:11]3[CH:12]=[CH:13][CH:14]=[CH:15][CH:16]=3)=[N:22][CH:21]=2)=[O:24])[CH2:7][C:6]([CH3:8])=[N:5]1. Reactant: [NH2:1][N:2]1[CH2:7][C:6]([CH3:8])=[N:5][N:4]([CH3:9])[C:3]1=[O:10].[C:11]1([C:17]2[N:22]=[CH:21][C:20]([C:23](O)=[O:24])=[CH:19][N:18]=2)[CH:16]=[CH:15][CH:14]=[CH:13][CH:12]=1.C[N+]1(C2N=C(OC)N=C(OC)N=2)CCOCC1.[Cl-]. The catalyst class is: 31. (5) Reactant: C(O[C:4](=[O:25])[C:5](=[CH:11][NH:12][C:13]1[CH:18]=[CH:17][C:16]([I:19])=[CH:15][C:14]=1[CH2:20][O:21][C:22](=[O:24])[CH3:23])[C:6]([O:8][CH2:9][CH3:10])=[O:7])C. Product: [CH2:9]([O:8][C:6]([C:5]1[C:4](=[O:25])[C:18]2[C:13](=[C:14]([CH2:20][O:21][C:22](=[O:24])[CH3:23])[CH:15]=[C:16]([I:19])[CH:17]=2)[NH:12][CH:11]=1)=[O:7])[CH3:10]. The catalyst class is: 400.